From a dataset of Reaction yield outcomes from USPTO patents with 853,638 reactions. Predict the reaction yield, written as a fraction of the theoretical maximum amount of product (1.0 means a 100% yield; for example, 0.34 means a 34% yield). (1) The reactants are [O:1]1[C:5]([C:6]2[S:10][C:9]([S:11](Cl)(=[O:13])=[O:12])=[CH:8][CH:7]=2)=[CH:4][N:3]=[CH:2]1.[NH2:15][C:16]1[CH:17]=[C:18]([C:22]2[NH:26][N:25]=[N:24][N:23]=2)[CH:19]=[CH:20][CH:21]=1. No catalyst specified. The product is [O:1]1[C:5]([C:6]2[S:10][C:9]([S:11]([NH:15][C:16]3[CH:21]=[CH:20][CH:19]=[C:18]([C:22]4[NH:26][N:25]=[N:24][N:23]=4)[CH:17]=3)(=[O:13])=[O:12])=[CH:8][CH:7]=2)=[CH:4][N:3]=[CH:2]1. The yield is 0.520. (2) The reactants are [Br:1][C:2]1[CH:3]=[C:4]([CH2:8][C@@H:9]([OH:17])[CH2:10][C:11]2[CH:16]=[CH:15][CH:14]=[CH:13][CH:12]=2)[CH:5]=[CH:6][CH:7]=1.[H-].[Na+].[CH3:20]I. The catalyst is C1COCC1. The product is [Br:1][C:2]1[CH:7]=[CH:6][CH:5]=[C:4]([CH2:8][C@@H:9]([O:17][CH3:20])[CH2:10][C:11]2[CH:12]=[CH:13][CH:14]=[CH:15][CH:16]=2)[CH:3]=1. The yield is 0.780.